Predict the reactants needed to synthesize the given product. From a dataset of Full USPTO retrosynthesis dataset with 1.9M reactions from patents (1976-2016). (1) Given the product [N+:1]([C:4]1[CH:5]=[C:6]([CH:7]=[CH:8][CH:9]=1)[O:10][C:23]1[C:24]2[C:31]([CH3:32])=[C:30]([CH3:33])[NH:29][C:25]=2[N:26]=[CH:27][N:28]=1)([O-:3])=[O:2], predict the reactants needed to synthesize it. The reactants are: [N+:1]([C:4]1[CH:5]=[C:6]([OH:10])[CH:7]=[CH:8][CH:9]=1)([O-:3])=[O:2].C(=O)([O-])[O-].[K+].[K+].CN(C)C=O.Cl[C:23]1[C:24]2[C:31]([CH3:32])=[C:30]([CH3:33])[NH:29][C:25]=2[N:26]=[CH:27][N:28]=1. (2) Given the product [CH3:4][C:3]1([CH3:5])[CH2:2][O:1][C:7]([NH:9][C:10]2[CH:11]=[C:12]3[C:17](=[CH:18][CH:19]=2)[N:16]=[CH:15][N:14]=[C:13]3[NH:20][C:21]2[CH:26]=[CH:25][C:24]([O:27][C:28]3[CH:29]=[CH:30][C:31]4[O:35][C:34]([CH3:36])=[N:33][C:32]=4[CH:37]=3)=[C:23]([CH3:38])[CH:22]=2)=[N:6]1, predict the reactants needed to synthesize it. The reactants are: [OH:1][CH2:2][C:3]([NH:6][C:7]([NH:9][C:10]1[CH:11]=[C:12]2[C:17](=[CH:18][CH:19]=1)[N:16]=[CH:15][N:14]=[C:13]2[NH:20][C:21]1[CH:26]=[CH:25][C:24]([O:27][C:28]2[CH:29]=[CH:30][C:31]3[O:35][C:34]([CH3:36])=[N:33][C:32]=3[CH:37]=2)=[C:23]([CH3:38])[CH:22]=1)=S)([CH3:5])[CH3:4].[OH-].[Na+].S(Cl)(C1C=CC(C)=CC=1)(=O)=O.O. (3) Given the product [CH3:1][C:2]1([CH3:38])[CH2:11][CH2:10][C:9]2[C:8]([N:12]3[CH2:13][CH2:14][CH2:15][CH2:16]3)=[N:7][C:6]3[S:17][C:18]4[C:19](=[N:20][CH:21]=[N:22][C:23]=4[NH:24][CH2:25][CH2:26][N:27]4[CH2:28][CH2:29][N:30]([CH3:33])[CH2:31][CH2:32]4)[C:5]=3[C:4]=2[CH2:3]1, predict the reactants needed to synthesize it. The reactants are: [CH3:1][C:2]1([CH3:38])[CH2:11][CH2:10][C:9]2[C:8]([N:12]3[CH2:16][CH2:15][CH2:14][CH2:13]3)=[N:7][C:6]3[S:17][C:18]4[C:23]([NH:24][CH2:25][CH2:26][N:27]5[CH2:32][CH2:31][N:30]([C:33](OCC)=O)[CH2:29][CH2:28]5)=[N:22][CH:21]=[N:20][C:19]=4[C:5]=3[C:4]=2[CH2:3]1.[H-].[Al+3].[Li+].[H-].[H-].[H-].O.[OH-].[Na+]. (4) The reactants are: [Br:1][C:2]1[N:7]=[C:6]([NH:8][C@H:9]([C:11]2[CH:16]=[CH:15][CH:14]=[C:13]([N+:17]([O-])=O)[CH:12]=2)[CH3:10])[CH:5]=[CH:4][CH:3]=1.[Cl-].[NH4+].[In]. Given the product [NH2:17][C:13]1[CH:12]=[C:11]([C@@H:9]([NH:8][C:6]2[CH:5]=[CH:4][CH:3]=[C:2]([Br:1])[N:7]=2)[CH3:10])[CH:16]=[CH:15][CH:14]=1, predict the reactants needed to synthesize it. (5) Given the product [C:1]([O:4][C@H:5]1[C@H:10]([O:11][C:12](=[O:14])[CH3:13])[C@@H:9]([O:15][C:16](=[O:18])[CH3:17])[C@H:8]([C:19]2[CH:24]=[CH:23][C:22]([Cl:25])=[C:21]([CH2:26][C:27]3[CH:28]=[CH:29][C:30]([C:33]([CH3:42])=[CH2:34])=[CH:31][CH:32]=3)[CH:20]=2)[O:7][C@@H:6]1[CH2:36][O:37][C:38](=[O:40])[CH3:39])(=[O:3])[CH3:2], predict the reactants needed to synthesize it. The reactants are: [C:1]([O:4][C@H:5]1[C@H:10]([O:11][C:12](=[O:14])[CH3:13])[C@@H:9]([O:15][C:16](=[O:18])[CH3:17])[C@H:8]([C:19]2[CH:24]=[CH:23][C:22]([Cl:25])=[C:21]([CH2:26][C:27]3[CH:32]=[CH:31][C:30]([C:33](=O)[CH3:34])=[CH:29][CH:28]=3)[CH:20]=2)[O:7][C@@H:6]1[CH2:36][O:37][C:38](=[O:40])[CH3:39])(=[O:3])[CH3:2].N1C=CC=C[CH:42]=1.CC(OC(C)=O)=O.